From a dataset of Catalyst prediction with 721,799 reactions and 888 catalyst types from USPTO. Predict which catalyst facilitates the given reaction. Reactant: [C:1]([OH:10])(=[O:9])[C:2]1[C:3](=[CH:5][CH:6]=[CH:7][CH:8]=1)[NH2:4].ClCCCl.[F:15][C:16]([F:21])([F:20])[CH2:17][CH:18]=O.C(O[BH-](OC(=O)C)OC(=O)C)(=O)C.[Na+]. Product: [F:15][C:16]([F:21])([F:20])[CH2:17][CH2:18][NH:4][C:3]1[CH:5]=[CH:6][CH:7]=[CH:8][C:2]=1[C:1]([OH:10])=[O:9]. The catalyst class is: 322.